This data is from Reaction yield outcomes from USPTO patents with 853,638 reactions. The task is: Predict the reaction yield, written as a fraction of the theoretical maximum amount of product (1.0 means a 100% yield; for example, 0.34 means a 34% yield). (1) The reactants are CC1(C)[O:38][C@H:5]2[CH2:6][N:7]([C:9](=[O:37])[CH2:10][O:11][C:12]3[CH:36]=[CH:35][C:15]([CH2:16][NH:17][C:18]([C:20]4[CH:34]=[CH:33][C:23]([CH2:24][NH:25]C(=O)OC(C)(C)C)=[CH:22][CH:21]=4)=[O:19])=[CH:14][CH:13]=3)[CH2:8][C@H:4]2[O:3]1.[ClH:40]. The catalyst is CO. The product is [ClH:40].[NH2:25][CH2:24][C:23]1[CH:33]=[CH:34][C:20]([C:18]([NH:17][CH2:16][C:15]2[CH:14]=[CH:13][C:12]([O:11][CH2:10][C:9]([N:7]3[CH2:8][C@H:4]([OH:3])[C@H:5]([OH:38])[CH2:6]3)=[O:37])=[CH:36][CH:35]=2)=[O:19])=[CH:21][CH:22]=1. The yield is 0.840. (2) The reactants are [O:1]1[CH2:5][CH2:4][CH:3]([CH2:6][OH:7])[CH2:2]1.C(N(CC)CC)C.[CH3:15][S:16](Cl)(=[O:18])=[O:17].C([O-])(O)=O.[Na+]. The catalyst is ClCCl. The product is [CH3:15][S:16]([O:7][CH2:6][CH:3]1[CH2:4][CH2:5][O:1][CH2:2]1)(=[O:18])=[O:17]. The yield is 0.990. (3) The reactants are [OH:1][C:2]1[N:10]=[CH:9][CH:8]=[C:7]([I:11])[C:3]=1[C:4](Cl)=[O:5].[CH3:12][OH:13]. No catalyst specified. The product is [OH:1][C:2]1[N:10]=[CH:9][CH:8]=[C:7]([I:11])[C:3]=1[C:4]([O:13][CH3:12])=[O:5]. The yield is 1.00. (4) The reactants are C([O:3][C:4](=[O:18])[CH2:5][C@@H:6]([NH:14]C(=O)C)[C@H:7]([CH3:13])[C@H:8]([CH3:12])[CH2:9][CH2:10][CH3:11])C.[ClH:19]. No catalyst specified. The product is [ClH:19].[NH2:14][C@@H:6]([C@H:7]([CH3:13])[C@H:8]([CH3:12])[CH2:9][CH2:10][CH3:11])[CH2:5][C:4]([OH:18])=[O:3]. The yield is 0.670. (5) The reactants are [NH2:1][C:2]1[N:3]=[N:4][N:5]([CH3:7])[N:6]=1.N1C=CC=CC=1.[C:14]1([CH:20]([C:24]2[CH:29]=[CH:28][CH:27]=[CH:26][CH:25]=2)[C:21](Cl)=[O:22])[CH:19]=[CH:18][CH:17]=[CH:16][CH:15]=1.C([O-])(O)=O.[Na+]. The catalyst is CN(C1C=CN=CC=1)C.ClCCl. The product is [CH3:7][N:5]1[N:4]=[N:3][C:2]([NH:1][C:21](=[O:22])[CH:20]([C:14]2[CH:19]=[CH:18][CH:17]=[CH:16][CH:15]=2)[C:24]2[CH:29]=[CH:28][CH:27]=[CH:26][CH:25]=2)=[N:6]1. The yield is 0.560. (6) The reactants are [C:1](=O)([O:30]C1C=CC([N+]([O-])=O)=CC=1)[O:2][C@@H:3]1[CH2:19][C@@H:18]2[C@@:6]([CH3:29])([C@@H:7]3[C@@H:15]([CH2:16][CH2:17]2)[C@:14]2([OH:20])[C@@:10]([CH3:28])([C@@H:11]([C:21]4[CH:22]=[CH:23][C:24](=[O:27])[O:25][CH:26]=4)[CH2:12][CH2:13]2)[CH2:9][CH2:8]3)[CH2:5][CH2:4]1.[N:41]1([CH2:46][CH2:47][NH2:48])[CH2:45][CH2:44][CH2:43][CH2:42]1. The catalyst is C(Cl)Cl. The product is [N:41]1([CH2:46][CH2:47][NH:48][C:1](=[O:30])[O:2][C@@H:3]2[CH2:19][C@@H:18]3[C@@:6]([CH3:29])([C@@H:7]4[C@@H:15]([CH2:16][CH2:17]3)[C@:14]3([OH:20])[C@@:10]([CH3:28])([C@@H:11]([C:21]5[CH:22]=[CH:23][C:24](=[O:27])[O:25][CH:26]=5)[CH2:12][CH2:13]3)[CH2:9][CH2:8]4)[CH2:5][CH2:4]2)[CH2:45][CH2:44][CH2:43][CH2:42]1. The yield is 0.750. (7) The reactants are CO.[CH2:3]([C:5]1[CH:10]=[CH:9][CH:8]=[CH:7][CH:6]=1)[CH3:4].[C:11]([O:15]OC(C)(C)C)(C)(C)C. No catalyst specified. The product is [C:5]1([CH:3]([CH3:4])[O:15][CH3:11])[CH:10]=[CH:9][CH:8]=[CH:7][CH:6]=1. The yield is 0.350.